Dataset: Catalyst prediction with 721,799 reactions and 888 catalyst types from USPTO. Task: Predict which catalyst facilitates the given reaction. (1) Reactant: I[C:2]1[CH:7]=[CH:6][CH:5]=[CH:4][C:3]=1I.[CH3:9][Si:10]([CH3:21])([CH3:20])[C:11]1[CH:16]=[CH:15][C:14](B(O)O)=[CH:13][CH:12]=1.[OH-].[Na+].COCCO[CH2:29][CH2:30]OC. Product: [CH3:9][Si:10]([CH3:20])([CH3:11])[C:2]1[CH:7]=[CH:6][C:5]([C:12]2[C:13]([C:14]3[CH:15]=[CH:16][C:11]([Si:10]([CH3:21])([CH3:20])[CH3:9])=[CH:12][CH:13]=3)=[CH:14][CH:15]=[CH:29][CH:30]=2)=[CH:4][CH:3]=1. The catalyst class is: 103. (2) Reactant: Br.Br.[NH:3]1[CH2:6][CH:5]([NH:7][C:8]2[C:13](=[O:14])[NH:12][CH:11]=[C:10]([C:15]3[CH:20]=[CH:19][N:18]=[C:17]([NH:21][CH3:22])[CH:16]=3)[CH:9]=2)[CH2:4]1.[C:23](O)(=[O:32])[CH:24]=[CH:25][C:26]1[CH:31]=[CH:30][CH:29]=[CH:28][CH:27]=1.CN(C(ON1N=NC2C=CC=NC1=2)=[N+](C)C)C.F[P-](F)(F)(F)(F)F.CCN(C(C)C)C(C)C. Product: [C:23]([N:3]1[CH2:6][CH:5]([NH:7][C:8]2[C:13](=[O:14])[NH:12][CH:11]=[C:10]([C:15]3[CH:20]=[CH:19][N:18]=[C:17]([NH:21][CH3:22])[CH:16]=3)[CH:9]=2)[CH2:4]1)(=[O:32])/[CH:24]=[CH:25]/[C:26]1[CH:31]=[CH:30][CH:29]=[CH:28][CH:27]=1. The catalyst class is: 3.